This data is from Experimentally validated miRNA-target interactions with 360,000+ pairs, plus equal number of negative samples. The task is: Binary Classification. Given a miRNA mature sequence and a target amino acid sequence, predict their likelihood of interaction. (1) The miRNA is hsa-miR-1257 with sequence AGUGAAUGAUGGGUUCUGACC. The protein sequence of the target gene is MQPASAKWYDRRDYVFIEFCVEDSKDVNVNFEKSKLTFSCLGGSDNFKHLNEIDLFHCIDPNDSKHKRTDRSILCCLRKGESGQSWPRLTKERAKLNWLSVDFNNWKDWEDDSDEDMSNFDRFSEMMDHMGGDEDVDLPEVDGADDDSQDSDDEKMPDLE. Result: 0 (no interaction). (2) The miRNA is hsa-miR-10b-5p with sequence UACCCUGUAGAACCGAAUUUGUG. The protein sequence of the target gene is MSFPNSSPAANTFLVDSLISACRSDSFYSSSASMYMPPPSADMGTYGMQTCGLLPSLAKREVNHQNMGMNVHPYIPQVDSWTDPNRSCRIEQPVTQQVPTCSFTTNIKEESNCCMYSDKRNKLISAEVPSYQRLVPESCPVENPEVPVPGYFRLSQTYATGKTQEYNNSPEGSSTVMLQLNPRGAAKPQLSAAQLQMEKKMNEPVSGQEPTKVSQVESPEAKGGLPEERSCLAEVSVSSPEVQEKESKEEIKSDTPTSNWLTAKSGRKKRCPYTKHQTLELEKEFLFNMYLTRERRLEIS.... Result: 1 (interaction).